This data is from Forward reaction prediction with 1.9M reactions from USPTO patents (1976-2016). The task is: Predict the product of the given reaction. (1) Given the reactants Br[C:2]1[N:19]([CH2:20][C@H:21]2[CH2:26][CH2:25][C@H:24]([CH3:27])[CH2:23][CH2:22]2)[C:5]2[C:6]([C:12]3[CH:13]=[N:14][CH:15]=[C:16]([Cl:18])[CH:17]=3)=[N:7][C:8]([C:10]#[N:11])=[CH:9][C:4]=2[N:3]=1.[F:28][C:29]([F:36])([F:35])[C@@H:30]1[CH2:34][CH2:33][CH2:32][NH:31]1.[F-].[K+].C(N(CC)C(C)C)(C)C, predict the reaction product. The product is: [Cl:18][C:16]1[CH:17]=[C:12]([C:6]2[C:5]3[N:19]([CH2:20][C@H:21]4[CH2:26][CH2:25][C@H:24]([CH3:27])[CH2:23][CH2:22]4)[C:2]([N:31]4[CH2:32][CH2:33][CH2:34][C@H:30]4[C:29]([F:36])([F:35])[F:28])=[N:3][C:4]=3[CH:9]=[C:8]([C:10]#[N:11])[N:7]=2)[CH:13]=[N:14][CH:15]=1. (2) Given the reactants [CH3:1][C:2]1([CH3:15])[O:11][C:10]2[C:5](=[CH:6][C:7]([C:12]#[N:13])=[CH:8][CH:9]=2)[C@@H:4]2[O:14][C@H:3]12.[Cl:16][C:17]1[CH:18]=[C:19]2[C:23](=[CH:24][CH:25]=1)[NH:22][C:21](=[O:26])[C:20]2=[O:27], predict the reaction product. The product is: [Cl:16][C:17]1[CH:18]=[C:19]2[C:23](=[CH:24][CH:25]=1)[N:22]([C@@H:4]1[C:5]3[C:10](=[CH:9][CH:8]=[C:7]([C:12]#[N:13])[CH:6]=3)[O:11][C:2]([CH3:15])([CH3:1])[C@H:3]1[OH:14])[C:21](=[O:26])[C:20]2=[O:27]. (3) Given the reactants [F:1][C:2]1[CH:3]=[C:4]([CH:31]=[CH:32][C:33]=1[NH:34][C:35]([C:37]1([C:40](=[O:49])[NH:41][C:42]2[CH:47]=[CH:46][C:45]([F:48])=[CH:44][CH:43]=2)[CH2:39][CH2:38]1)=[O:36])[O:5][C:6]1[CH:11]=[CH:10][N:9]=[C:8]([N:12]([C:22](OC2C=CC=CC=2)=[O:23])C(=O)OC2C=CC=CC=2)[CH:7]=1.[CH3:50][N:51]([CH3:62])[CH2:52][CH2:53][N:54]1[CH2:59][CH2:58][CH:57]([NH:60][CH3:61])[CH2:56][CH2:55]1, predict the reaction product. The product is: [CH3:50][N:51]([CH3:62])[CH2:52][CH2:53][N:54]1[CH2:55][CH2:56][CH:57]([N:60]([CH3:61])[C:22]([NH:12][C:8]2[CH:7]=[C:6]([O:5][C:4]3[CH:31]=[CH:32][C:33]([NH:34][C:35]([C:37]4([C:40]([NH:41][C:42]5[CH:47]=[CH:46][C:45]([F:48])=[CH:44][CH:43]=5)=[O:49])[CH2:38][CH2:39]4)=[O:36])=[C:2]([F:1])[CH:3]=3)[CH:11]=[CH:10][N:9]=2)=[O:23])[CH2:58][CH2:59]1.